Dataset: Forward reaction prediction with 1.9M reactions from USPTO patents (1976-2016). Task: Predict the product of the given reaction. (1) Given the reactants C(O[C:4](=[O:8])[CH2:5][C:6]#[N:7])C.[C:9]([O-])([O-])=O.[K+].[K+].Br.[F:16][C:17]1[C:27]([F:28])=[CH:26][CH:25]=[CH:24][C:18]=1[CH2:19][S:20][C:21](=[NH:23])[NH2:22].[CH3:29][CH2:30]O.[CH3:32][CH2:33]OC(C)=O, predict the reaction product. The product is: [CH:30]([C:29]1[C:5]([C:6]#[N:7])=[C:4]([OH:8])[N:22]=[C:21]([S:20][CH2:19][C:18]2[CH:24]=[CH:25][CH:26]=[C:27]([F:28])[C:17]=2[F:16])[N:23]=1)([CH2:32][CH3:33])[CH3:9]. (2) Given the reactants [Cl:1][C:2]1[CH:3]=[CH:4][C:5]([OH:14])=[C:6]([CH:13]=1)[CH2:7][NH:8]C(=O)CCl.[OH-].[Na+], predict the reaction product. The product is: [NH2:8][CH2:7][C:6]1[CH:13]=[C:2]([Cl:1])[CH:3]=[CH:4][C:5]=1[OH:14]. (3) Given the reactants [CH3:1][C:2]1[CH:3]=[CH:4][C:5]2[N:6]([CH:8]=[C:9]([C:11]3[CH:16]=[CH:15][C:14]([CH3:17])=[CH:13][CH:12]=3)[N:10]=2)[CH:7]=1.[C:18](Cl)(=[O:22])[C:19]([Cl:21])=[O:20], predict the reaction product. The product is: [CH3:1][C:2]1[CH:3]=[CH:4][C:5]2[N:6]([CH:8]([C:18](=[O:22])[C:19]([Cl:21])=[O:20])[CH:9]([C:11]3[CH:16]=[CH:15][C:14]([CH3:17])=[CH:13][CH:12]=3)[N:10]=2)[CH:7]=1. (4) The product is: [Cl:30][C:26]1[N:25]=[C:24]([C:4]2[S:3][C:2]([C:35]3[CH:36]=[CH:37][C:32]([OH:31])=[CH:33][CH:34]=3)=[N:6][C:5]=2[C:7]2[CH:8]=[C:9]([NH:13][C:14](=[O:23])[C:15]3[CH:20]=[C:19]([F:21])[CH:18]=[CH:17][C:16]=3[F:22])[CH:10]=[CH:11][CH:12]=2)[CH:29]=[CH:28][N:27]=1. Given the reactants Br[C:2]1[S:3][C:4]([C:24]2[CH:29]=[CH:28][N:27]=[C:26]([Cl:30])[N:25]=2)=[C:5]([C:7]2[CH:8]=[C:9]([NH:13][C:14](=[O:23])[C:15]3[CH:20]=[C:19]([F:21])[CH:18]=[CH:17][C:16]=3[F:22])[CH:10]=[CH:11][CH:12]=2)[N:6]=1.[OH:31][C:32]1[CH:37]=[CH:36][C:35](B(O)O)=[CH:34][CH:33]=1.P([O-])([O-])([O-])=O.[K+].[K+].[K+], predict the reaction product.